Dataset: Reaction yield outcomes from USPTO patents with 853,638 reactions. Task: Predict the reaction yield, written as a fraction of the theoretical maximum amount of product (1.0 means a 100% yield; for example, 0.34 means a 34% yield). (1) The reactants are [CH:1]1([CH2:7][N:8]2[CH:12]=[CH:11][C:10]([C:13]([OH:15])=O)=[C:9]2[CH3:16])[CH2:6][CH2:5][CH2:4][CH2:3][CH2:2]1.CN(C(ON1N=NC2C=CC=NC1=2)=[N+](C)C)C.F[P-](F)(F)(F)(F)F.CCN(C(C)C)C(C)C.[O:50]1[CH2:53][CH:52]([NH2:54])[CH2:51]1. The catalyst is CN(C=O)C. The product is [CH:1]1([CH2:7][N:8]2[CH:12]=[CH:11][C:10]([C:13]([NH:54][CH:52]3[CH2:53][O:50][CH2:51]3)=[O:15])=[C:9]2[CH3:16])[CH2:2][CH2:3][CH2:4][CH2:5][CH2:6]1. The yield is 0.630. (2) The reactants are C(NC(C)C)(C)C.[Li]CCCC.[N:13]1([C:23]([O:25][C:26]([CH3:29])([CH3:28])[CH3:27])=[O:24])[CH2:18][CH2:17][CH:16]([C:19]([O:21][CH3:22])=[O:20])[CH2:15][CH2:14]1.[Cl:30][CH2:31]I. The catalyst is C1COCC1. The product is [Cl:30][CH2:31][C:16]1([C:19]([O:21][CH3:22])=[O:20])[CH2:15][CH2:14][N:13]([C:23]([O:25][C:26]([CH3:29])([CH3:28])[CH3:27])=[O:24])[CH2:18][CH2:17]1. The yield is 0.520. (3) The reactants are [C:1]1([C:7]2(CCC(O)=O)[CH2:12][CH2:11][CH2:10][CH2:9][CH2:8]2)[CH:6]=C[CH:4]=[CH:3][CH:2]=1.CC1(C)[O:23][C@H:22]([CH2:24][O:25][C:26]2[C:35]([CH3:36])=[CH:34][C:29]([C:30](=[NH:33])[NH:31][OH:32])=[CH:28][C:27]=2[CH3:37])[CH2:21][O:20]1.C(N=C=NC(C)C)(C)C.[F-:48].C([N+](CCCC)(CCCC)CCCC)CCC.[CH2:66]1[CH2:70][O:69][CH2:68][CH2:67]1. The catalyst is ClCCl. The product is [OH:23][C@@H:22]([CH2:21][OH:20])[CH2:24][O:25][C:26]1[C:27]([CH3:37])=[CH:28][C:29]([C:30]2[N:33]=[C:4]([CH2:3][CH2:2][C:1]3([C:7]4[CH:12]=[CH:11][C:10]([F:48])=[CH:9][CH:8]=4)[CH2:6][CH2:68][CH2:67][CH2:66][C:70]3=[O:69])[O:32][N:31]=2)=[CH:34][C:35]=1[CH3:36]. The yield is 0.280.